This data is from Full USPTO retrosynthesis dataset with 1.9M reactions from patents (1976-2016). The task is: Predict the reactants needed to synthesize the given product. (1) The reactants are: [C:1]([C:3]1[CH:8]=[CH:7][C:6]([CH2:9][C:10]([O:12][CH3:13])=[O:11])=[C:5]([CH3:14])[C:4]=1[F:15])#[N:2].CO[CH:18](OC)[N:19]([CH3:21])[CH3:20].[Cl-].[Li+]. Given the product [C:1]([C:3]1[CH:8]=[CH:7][C:6]([C:9](=[CH:18][N:19]([CH3:21])[CH3:20])[C:10]([O:12][CH3:13])=[O:11])=[C:5]([CH3:14])[C:4]=1[F:15])#[N:2], predict the reactants needed to synthesize it. (2) Given the product [F:1][C:2]([F:7])([F:6])[C:3]([OH:5])=[O:4].[CH2:8]([S:10]([N:13]1[CH2:18][CH2:17][CH:16]([C:19]2[C:27]3[C:22](=[C:23]([C:40]([NH2:42])=[O:41])[CH:24]=[C:25]([C:45]4[CH:44]=[CH:49][CH:48]=[CH:47][C:46]=4[CH2:50][NH:51][CH3:52])[CH:26]=3)[NH:21][CH:20]=2)[CH2:15][CH2:14]1)(=[O:11])=[O:12])[CH3:9], predict the reactants needed to synthesize it. The reactants are: [F:1][C:2]([F:7])([F:6])[C:3]([OH:5])=[O:4].[CH2:8]([S:10]([N:13]1[CH2:18][CH2:17][CH:16]([C:19]2[C:27]3[C:22](=[C:23]([C:40]([NH2:42])=[O:41])[CH:24]=[C:25](C4C=CC=C(C5CNCCN5)C=4)[CH:26]=3)[NH:21][CH:20]=2)[CH2:15][CH2:14]1)(=[O:12])=[O:11])[CH3:9].Cl[C:44]1[CH:45]=[C:46]([CH:50]2CNC[CH2:52][NH:51]2)[CH:47]=[CH:48][CH:49]=1. (3) Given the product [Br:20][CH2:12][C:11]([C:5]1[CH:6]=[C:7]([O:9][CH3:10])[CH:8]=[C:3]([O:2][CH3:1])[CH:4]=1)=[O:13], predict the reactants needed to synthesize it. The reactants are: [CH3:1][O:2][C:3]1[CH:4]=[C:5]([C:11](=[O:13])[CH3:12])[CH:6]=[C:7]([O:9][CH3:10])[CH:8]=1.C1C=C[NH+]=CC=1.[Br:20][Br-]Br. (4) Given the product [C:2]([C:4]1[CH:5]=[C:6]([S:11]([NH2:1])(=[O:13])=[O:12])[CH:7]=[CH:8][C:9]=1[F:10])#[N:3], predict the reactants needed to synthesize it. The reactants are: [NH3:1].[C:2]([C:4]1[CH:5]=[C:6]([S:11](Cl)(=[O:13])=[O:12])[CH:7]=[CH:8][C:9]=1[F:10])#[N:3]. (5) Given the product [CH3:1][C:2]1[O:6][N:5]=[C:4]([C:7]2[CH:12]=[CH:11][N:10]=[CH:9][N:8]=2)[C:3]=1[CH2:13][O:14][C:15]1[N:16]=[CH:17][C:18]([C:19]([N:24]2[CH2:29][CH2:28][O:27][CH2:26][CH2:25]2)=[O:21])=[CH:22][CH:23]=1, predict the reactants needed to synthesize it. The reactants are: [CH3:1][C:2]1[O:6][N:5]=[C:4]([C:7]2[CH:12]=[CH:11][N:10]=[CH:9][N:8]=2)[C:3]=1[CH2:13][O:14][C:15]1[CH:23]=[CH:22][C:18]([C:19]([OH:21])=O)=[CH:17][N:16]=1.[NH:24]1[CH2:29][CH2:28][O:27][CH2:26][CH2:25]1. (6) Given the product [ClH:33].[ClH:33].[CH2:1]([N:8]([CH2:21][C:22]1[CH:27]=[CH:26][CH:25]=[CH:24][CH:23]=1)[C:9]1[CH:10]=[C:11]2[CH:17]=[C:16]([C:18](=[N:32][NH:31][C:28]([NH2:30])=[NH:29])[CH3:19])[NH:15][C:12]2=[CH:13][N:14]=1)[C:2]1[CH:7]=[CH:6][CH:5]=[CH:4][CH:3]=1, predict the reactants needed to synthesize it. The reactants are: [CH2:1]([N:8]([CH2:21][C:22]1[CH:27]=[CH:26][CH:25]=[CH:24][CH:23]=1)[C:9]1[CH:10]=[C:11]2[CH:17]=[C:16]([C:18](=O)[CH3:19])[NH:15][C:12]2=[CH:13][N:14]=1)[C:2]1[CH:7]=[CH:6][CH:5]=[CH:4][CH:3]=1.[C:28]([NH:31][NH2:32])([NH2:30])=[NH:29].[ClH:33].Cl.